This data is from Peptide-MHC class II binding affinity with 134,281 pairs from IEDB. The task is: Regression. Given a peptide amino acid sequence and an MHC pseudo amino acid sequence, predict their binding affinity value. This is MHC class II binding data. (1) The peptide sequence is YVKFLANVSTVLTGK. The MHC is DRB1_1602 with pseudo-sequence DRB1_1602. The binding affinity (normalized) is 0.939. (2) The peptide sequence is GELQIVDKIFAAFKI. The MHC is DRB1_0802 with pseudo-sequence DRB1_0802. The binding affinity (normalized) is 0.355. (3) The peptide sequence is GYFEHMKKNLNMTDGDSV. The MHC is DRB1_0101 with pseudo-sequence DRB1_0101. The binding affinity (normalized) is 0.